Dataset: Full USPTO retrosynthesis dataset with 1.9M reactions from patents (1976-2016). Task: Predict the reactants needed to synthesize the given product. (1) The reactants are: [CH:1]([O:4][C:5]([N:7]1[CH2:12][CH2:11][CH:10]([O:13][N:14]=[C:15]2[CH2:20][CH2:19][N:18]([C:21]3[C:26]([F:27])=[CH:25][C:24]([CH:28]=[O:29])=[CH:23][N:22]=3)[CH2:17][CH2:16]2)[CH2:9][CH2:8]1)=[O:6])([CH3:3])[CH3:2].[BH4-].[Na+].C([O-])(O)=O.[Na+]. Given the product [CH:1]([O:4][C:5]([N:7]1[CH2:12][CH2:11][CH:10]([O:13][N:14]=[C:15]2[CH2:16][CH2:17][N:18]([C:21]3[C:26]([F:27])=[CH:25][C:24]([CH2:28][OH:29])=[CH:23][N:22]=3)[CH2:19][CH2:20]2)[CH2:9][CH2:8]1)=[O:6])([CH3:3])[CH3:2], predict the reactants needed to synthesize it. (2) The reactants are: [CH3:1][C:2]1([CH3:24])[C:6]([CH3:8])([CH3:7])[O:5][B:4]([C:9]2[CH:14]=[CH:13][CH:12]=[C:11](B3OC(C)(C)C(C)(C)O3)[CH:10]=2)[O:3]1.Br[C:26]1[C:39]2[C:40]3=[C:41]4[C:36](=[CH:37][CH:38]=2)[CH:35]=[CH:34][CH:33]=[C:32]4[CH:31]=[CH:30][C:29]3=[CH:28][CH:27]=1.C([O-])([O-])=O.[Na+].[Na+].CCO. Given the product [CH3:24][C:2]1([CH3:1])[C:6]([CH3:8])([CH3:7])[O:5][B:4]([C:9]2[CH:14]=[CH:13][CH:12]=[C:11]([C:33]3[C:32]4[C:41]5=[C:40]6[C:29](=[CH:30][CH:31]=4)[CH:28]=[CH:27][CH:26]=[C:39]6[CH:38]=[CH:37][C:36]5=[CH:35][CH:34]=3)[CH:10]=2)[O:3]1, predict the reactants needed to synthesize it. (3) Given the product [Cl:28][C:29]1[CH:30]=[CH:31][C:32]([C:35]2[N:36]=[C:37]3[CH:42]=[CH:41][C:40]([C:43]([NH:57][CH2:56][C:52]4[CH:51]=[N:50][CH:55]=[CH:54][CH:53]=4)=[O:44])=[CH:39][N:38]3[C:46]=2[CH2:47][OH:48])=[CH:33][CH:34]=1, predict the reactants needed to synthesize it. The reactants are: C(N(C(C)C)CC)(C)C.CCCP1(OP(CCC)(=O)OP(CCC)(=O)O1)=O.[Cl:28][C:29]1[CH:34]=[CH:33][C:32]([C:35]2[N:36]=[C:37]3[CH:42]=[CH:41][C:40]([C:43]([O-])=[O:44])=[CH:39][N:38]3[C:46]=2[CH2:47][OH:48])=[CH:31][CH:30]=1.[Na+].[N:50]1[CH:55]=[CH:54][CH:53]=[C:52]([CH2:56][NH2:57])[CH:51]=1. (4) Given the product [CH2:15]([O:14][C:3]1[CH:4]=[C:5]([CH3:13])[C:6]2[N:7]([C:9]([NH2:12])=[N:10][N:11]=2)[N:8]=1)[CH3:16], predict the reactants needed to synthesize it. The reactants are: Br.Cl[C:3]1[CH:4]=[C:5]([CH3:13])[C:6]2[N:7]([C:9]([NH2:12])=[N:10][N:11]=2)[N:8]=1.[O-:14][CH2:15][CH3:16].[Na+].